Regression/Classification. Given a drug SMILES string, predict its absorption, distribution, metabolism, or excretion properties. Task type varies by dataset: regression for continuous measurements (e.g., permeability, clearance, half-life) or binary classification for categorical outcomes (e.g., BBB penetration, CYP inhibition). Dataset: cyp3a4_veith. From a dataset of CYP3A4 inhibition data for predicting drug metabolism from PubChem BioAssay. (1) The molecule is CCOc1ccc(OC(=O)NC(c2ccccc2)C(Cl)(Cl)Cl)cc1. The result is 1 (inhibitor). (2) The compound is CCCc1nc(SCC(=O)Nc2nnc(CC)s2)c2c(C)c(C)sc2n1. The result is 1 (inhibitor). (3) The compound is COCCNC(=O)CCCCCn1c(=S)[nH]c2ccccc2c1=O. The result is 1 (inhibitor). (4) The molecule is COc1ccc(C(=O)NC(=S)NNC(=O)CCc2ccccc2)cc1. The result is 1 (inhibitor). (5) The drug is CC(C)(C)NC(=O)[C@@H]1C[C@H]2CCCC[C@@H]2CN1C[C@H](O)[C@H](Cc1ccccc1)NC(=O)[C@@H](CC(N)=O)NC(=O)c1ccc2ccccc2n1.CS(=O)(=O)O. The result is 1 (inhibitor).